Predict the product of the given reaction. From a dataset of Forward reaction prediction with 1.9M reactions from USPTO patents (1976-2016). (1) Given the reactants [C:1]([CH:5]1[N:9]([CH2:10][CH2:11][CH:12]2[CH2:16][CH2:15][CH2:14][CH2:13]2)[C:8](=[O:17])[C:7]([C:18]2[NH:23][C:22]3[CH:24]=[CH:25][C:26]([NH:28][S:29]([CH3:32])(=[O:31])=[O:30])=[CH:27][C:21]=3[S:20](=[O:34])(=[O:33])[CH:19]=2)=[C:6]1[OH:35])([CH3:4])([CH3:3])[CH3:2].C(C1[N:44](CC2C=CC(F)=C(C)C=2)[C:43](=O)C(C2NC3C=CC(NS(C)(=O)=O)=CC=3S(=O)(=O)C=2)=C1O)(C)(C)C, predict the reaction product. The product is: [C:1]([CH:5]1[N:9]([CH2:10][CH2:11][CH:12]2[CH2:13][CH2:14][CH2:15][CH2:16]2)[C:8](=[O:17])[C:7]([C:18]2[NH:23][C:22]3[CH:24]=[CH:25][C:26]([NH:28][S:29]([CH3:32])(=[O:30])=[O:31])=[CH:27][C:21]=3[S:20](=[O:34])(=[O:33])[C:19]=2[C:43]#[N:44])=[C:6]1[OH:35])([CH3:4])([CH3:2])[CH3:3]. (2) Given the reactants I[C:2]1[N:3]=[C:4]([NH2:20])[C:5]2[N:6]=[CH:7][N:8]([C:18]=2[N:19]=1)[C@@H:9]1[O:17][C@H:14]([CH2:15][OH:16])[C@@H:12]([OH:13])[C@H:10]1[OH:11].[Cl:21][C:22]1[CH:23]=[C:24](B(O)O)[CH:25]=[CH:26][C:27]=1[Cl:28].C(=O)([O-])[O-].[Cs+].[Cs+], predict the reaction product. The product is: [NH2:20][C:4]1[N:3]=[C:2]([C:25]2[CH:24]=[CH:23][C:22]([Cl:21])=[C:27]([Cl:28])[CH:26]=2)[N:19]=[C:18]2[C:5]=1[N:6]=[CH:7][N:8]2[C@H:9]1[C@H:10]([OH:11])[C@H:12]([OH:13])[C@@H:14]([CH2:15][OH:16])[O:17]1. (3) Given the reactants [C:1]([O:5][C:6](=[O:19])[NH:7][C@@H:8]([C:13]1[CH:18]=[CH:17][CH:16]=[CH:15][CH:14]=1)[C@@H:9]([OH:12])[CH:10]=[CH2:11])([CH3:4])([CH3:3])[CH3:2].CO[C:22](OC)([CH3:24])[CH3:23].C1(C)C=CC(S([O-])(=O)=O)=CC=1.[NH+]1C=CC=CC=1.N1C=CC=CC=1, predict the reaction product. The product is: [C:1]([O:5][C:6]([N:7]1[C@@H:8]([C:13]2[CH:18]=[CH:17][CH:16]=[CH:15][CH:14]=2)[C@@H:9]([CH:10]=[CH2:11])[O:12][C:22]1([CH3:24])[CH3:23])=[O:19])([CH3:2])([CH3:3])[CH3:4]. (4) The product is: [CH2:1]([O:3][C:4]([C:5]1([CH3:9])[CH2:7][CH2:6]1)=[O:10])[CH3:2]. Given the reactants [CH2:1]([O:3][C:4](=[O:10])[CH:5]([CH3:9])[CH2:6][CH2:7]Cl)[CH3:2].[NH2-].[Na+], predict the reaction product. (5) Given the reactants [NH2:1][C:2]1[C:6]([C:7]#[N:8])=[CH:5][N:4]([CH3:9])[N:3]=1.[OH:10]S(O)(=O)=O.[NH4+].[OH-], predict the reaction product. The product is: [NH2:1][C:2]1[C:6]([C:7]([NH2:8])=[O:10])=[CH:5][N:4]([CH3:9])[N:3]=1. (6) Given the reactants [C:1]1([N:7]2[C:11]([NH:12][CH2:13][C:14]#[N:15])=[CH:10][CH:9]=[N:8]2)[CH:6]=[CH:5][CH:4]=[CH:3][CH:2]=1.[C:16]([Cl:21])(=O)[C:17](Cl)=[O:18].C1C([Cl:28])=CC=C(Cl)C=1, predict the reaction product. The product is: [Cl:21][C:16]1[C:17](=[O:18])[N:12]([C:11]2[N:7]([C:1]3[CH:2]=[CH:3][CH:4]=[CH:5][CH:6]=3)[N:8]=[CH:9][CH:10]=2)[CH:13]=[C:14]([Cl:28])[N:15]=1.